This data is from Forward reaction prediction with 1.9M reactions from USPTO patents (1976-2016). The task is: Predict the product of the given reaction. Given the reactants [NH2:1][C:2]1[CH:7]=[CH:6][C:5]([C:8]([CH3:15])([CH3:14])[CH2:9][NH:10][C:11](=[O:13])[CH3:12])=[C:4]([F:16])[CH:3]=1.[CH3:17][O:18][C:19]1[CH:20]=[C:21]([CH:25]=[CH:26][C:27]=1[O:28][CH3:29])[C:22](Cl)=[O:23].C(N(CC)CC)C.C(OC(C)C)(C)C, predict the reaction product. The product is: [C:11]([NH:10][CH2:9][C:8]([C:5]1[CH:6]=[CH:7][C:2]([NH:1][C:22](=[O:23])[C:21]2[CH:25]=[CH:26][C:27]([O:28][CH3:29])=[C:19]([O:18][CH3:17])[CH:20]=2)=[CH:3][C:4]=1[F:16])([CH3:15])[CH3:14])(=[O:13])[CH3:12].